Dataset: Full USPTO retrosynthesis dataset with 1.9M reactions from patents (1976-2016). Task: Predict the reactants needed to synthesize the given product. (1) Given the product [Cl:20][C:21]1[CH:26]=[C:25]([O:6][CH:5]([C:7]2[CH:12]=[CH:11][CH:10]=[CH:9][C:8]=2[C:13]2[O:14][CH:15]=[CH:16][CH:17]=2)[C:4]([F:3])([F:18])[F:19])[N:24]=[CH:23][N:22]=1, predict the reactants needed to synthesize it. The reactants are: [H-].[Na+].[F:3][C:4]([F:19])([F:18])[CH:5]([C:7]1[CH:12]=[CH:11][CH:10]=[CH:9][C:8]=1[C:13]1[O:14][CH:15]=[CH:16][CH:17]=1)[OH:6].[Cl:20][C:21]1[CH:26]=[C:25](Cl)[N:24]=[CH:23][N:22]=1.O. (2) Given the product [CH2:17]([N:24]1[CH2:29][CH2:28][C:27]([C:2]2[CH:7]=[CH:6][CH:5]=[CH:4][C:3]=2[C:8]([F:11])([F:10])[F:9])([OH:30])[CH2:26][CH2:25]1)[C:18]1[CH:19]=[CH:20][CH:21]=[CH:22][CH:23]=1, predict the reactants needed to synthesize it. The reactants are: Br[C:2]1[CH:7]=[CH:6][CH:5]=[CH:4][C:3]=1[C:8]([F:11])([F:10])[F:9].[Li]CCCC.[CH2:17]([N:24]1[CH2:29][CH2:28][C:27](=[O:30])[CH2:26][CH2:25]1)[C:18]1[CH:23]=[CH:22][CH:21]=[CH:20][CH:19]=1. (3) Given the product [C:1]([C:4]1[CH:5]=[CH:6][C:7]([CH2:10][CH2:11][CH2:12][CH2:13][C:14]([NH:19][CH:20]2[CH2:25][CH2:24][N:23]([CH2:26][C:27]3[CH:32]=[CH:31][C:30]([Cl:33])=[C:29]([Cl:34])[CH:28]=3)[CH2:22][CH2:21]2)=[O:16])=[CH:8][CH:9]=1)(=[O:3])[CH3:2], predict the reactants needed to synthesize it. The reactants are: [C:1]([C:4]1[CH:9]=[CH:8][C:7]([CH2:10][CH2:11][CH2:12][CH2:13][C:14]([OH:16])=O)=[CH:6][CH:5]=1)(=[O:3])[CH3:2].Cl.Cl.[NH2:19][CH:20]1[CH2:25][CH2:24][N:23]([CH2:26][C:27]2[CH:32]=[CH:31][C:30]([Cl:33])=[C:29]([Cl:34])[CH:28]=2)[CH2:22][CH2:21]1.C(N(CC)CC)C.CCN=C=NCCCN(C)C.Cl. (4) Given the product [CH3:24][O:25][C:26](=[O:35])[C:27]1[CH:32]=[CH:31][C:30]([CH2:33][O:23][C:4]2[CH:5]=[CH:6][C:7]([CH:8]([CH3:22])[C:9]([C:15]3[CH:20]=[CH:19][N:18]=[C:17]([Cl:21])[CH:16]=3)([OH:14])[C:10]([F:13])([F:12])[F:11])=[C:2]([Cl:1])[CH:3]=2)=[N:29][CH:28]=1, predict the reactants needed to synthesize it. The reactants are: [Cl:1][C:2]1[CH:3]=[C:4]([OH:23])[CH:5]=[CH:6][C:7]=1[CH:8]([CH3:22])[C:9]([C:15]1[CH:20]=[CH:19][N:18]=[C:17]([Cl:21])[CH:16]=1)([OH:14])[C:10]([F:13])([F:12])[F:11].[CH3:24][O:25][C:26](=[O:35])[C:27]1[CH:32]=[CH:31][C:30]([CH2:33]Br)=[N:29][CH:28]=1. (5) Given the product [CH3:1][O:2][C:3]([C:5]1[N:6]([C:28]2[CH:33]=[CH:32][CH:31]=[CH:30][CH:29]=2)[C:7]2[C:12]([C:13](=[O:26])[C:14]=1[CH2:15][C:16]1[CH:21]=[CH:20][C:19]([C:22]([OH:24])=[O:23])=[CH:18][CH:17]=1)=[CH:11][CH:10]=[C:9]([Cl:27])[CH:8]=2)=[O:4], predict the reactants needed to synthesize it. The reactants are: [CH3:1][O:2][C:3]([C:5]1[N:6]([C:28]2[CH:33]=[CH:32][CH:31]=[CH:30][CH:29]=2)[C:7]2[C:12]([C:13](=[O:26])[C:14]=1[CH2:15][C:16]1[CH:21]=[CH:20][C:19]([C:22]([O:24]C)=[O:23])=[CH:18][CH:17]=1)=[CH:11][CH:10]=[C:9]([Cl:27])[CH:8]=2)=[O:4].[OH-].[Li+].Cl.C(OC)(=O)C.